This data is from TCR-epitope binding with 47,182 pairs between 192 epitopes and 23,139 TCRs. The task is: Binary Classification. Given a T-cell receptor sequence (or CDR3 region) and an epitope sequence, predict whether binding occurs between them. The epitope is KTWGQYWQV. The TCR CDR3 sequence is CSASQGLNTGELFF. Result: 1 (the TCR binds to the epitope).